Dataset: Full USPTO retrosynthesis dataset with 1.9M reactions from patents (1976-2016). Task: Predict the reactants needed to synthesize the given product. Given the product [OH:24][C:19]1[CH:18]=[C:17]([C:15]([C@@H:4]2[C@:5]3([CH3:14])[C@H:10]([C:9]([CH3:13])([CH3:12])[CH2:8][CH2:7][CH2:6]3)[CH2:11][C@@H:2]([NH:1][C:28]([NH:27][CH3:26])=[S:29])[C@H:3]2[CH3:25])=[O:16])[CH:22]=[C:21]([OH:23])[CH:20]=1, predict the reactants needed to synthesize it. The reactants are: [NH2:1][C@@H:2]1[CH2:11][C@@H:10]2[C@:5]([CH3:14])([CH2:6][CH2:7][CH2:8][C:9]2([CH3:13])[CH3:12])[C@@H:4]([C:15]([C:17]2[CH:18]=[C:19]([OH:24])[CH:20]=[C:21]([OH:23])[CH:22]=2)=[O:16])[C@@H:3]1[CH3:25].[CH3:26][N:27]=[C:28]=[S:29].